This data is from Full USPTO retrosynthesis dataset with 1.9M reactions from patents (1976-2016). The task is: Predict the reactants needed to synthesize the given product. (1) Given the product [NH2:11][CH2:10][CH:9]([NH:8][C:6]([C:5]1[CH:25]=[CH:26][C:2]([Cl:1])=[C:3]([NH:27][C:28]([C:30]2[C:41](=[O:42])[NH:40][C:33]3[N:34]=[C:35]([O:38][CH3:39])[N:36]=[CH:37][C:32]=3[CH:31]=2)=[O:29])[CH:4]=1)=[O:7])[CH:19]1[CH2:20][CH2:21][CH2:22][CH2:23][CH2:24]1, predict the reactants needed to synthesize it. The reactants are: [Cl:1][C:2]1[CH:26]=[CH:25][C:5]([C:6]([NH:8][CH:9]([CH:19]2[CH2:24][CH2:23][CH2:22][CH2:21][CH2:20]2)[CH2:10][NH:11]C(=O)OC(C)(C)C)=[O:7])=[CH:4][C:3]=1[NH:27][C:28]([C:30]1[C:41](=[O:42])[NH:40][C:33]2[N:34]=[C:35]([O:38][CH3:39])[N:36]=[CH:37][C:32]=2[CH:31]=1)=[O:29].FC(F)(F)C(O)=O. (2) Given the product [NH2:3][OH:1].[S:24]1[C:18]2[CH:13]=[CH:14][CH:15]=[CH:25][C:22]=2[N:21]=[C:20]1[N:19]([CH2:26][C:27]1[CH:28]=[CH:29][C:30]([C:31]([NH:3][OH:4])=[O:1])=[CH:35][CH:36]=1)[C:15]1[CH:14]=[CH:13][CH:18]=[CH:17][N:16]=1, predict the reactants needed to synthesize it. The reactants are: [OH-:1].[K+].[NH2:3][OH:4].Cl.FC1C=CC([C:13]2[CH:18]=[CH:17][N:16]=[C:15]([N:19]([CH2:26][C:27]3[CH:36]=[CH:35][C:30]([C:31](OC)=O)=[CH:29][CH:28]=3)[C:20]3[S:24]N=[C:22]([CH3:25])[N:21]=3)[CH:14]=2)=CC=1. (3) Given the product [F:1][C:2]1[CH:7]=[C:6]([F:8])[C:5]([N+:16]([O-:18])=[O:17])=[C:4]([F:9])[C:3]=1[CH3:10], predict the reactants needed to synthesize it. The reactants are: [F:1][C:2]1[CH:7]=[C:6]([F:8])[CH:5]=[C:4]([F:9])[C:3]=1[CH3:10].S(=O)(=O)(O)O.[N+:16]([O-])([OH:18])=[O:17]. (4) Given the product [ClH:16].[NH2:1][CH2:4][CH:5]1[O:9][B:8]([OH:10])[C:7]2[CH:11]=[CH:12][CH:13]=[CH:14][C:6]1=2, predict the reactants needed to synthesize it. The reactants are: [N+:1]([CH2:4][CH:5]1[O:9][B:8]([OH:10])[C:7]2[CH:11]=[CH:12][CH:13]=[CH:14][C:6]1=2)([O-])=O.N.[ClH:16]. (5) Given the product [CH3:20][O:19][C:12]1[C:13]([O:17][CH3:18])=[CH:14][CH:15]=[C:16]2[C:11]=1[CH:10]=[C:4]([C:5]([O:7][CH2:8][CH3:9])=[O:6])[NH:1]2, predict the reactants needed to synthesize it. The reactants are: [N:1]([C:4](=[CH:10][C:11]1[CH:16]=[CH:15][CH:14]=[C:13]([O:17][CH3:18])[C:12]=1[O:19][CH3:20])[C:5]([O:7][CH2:8][CH3:9])=[O:6])=[N+]=[N-]. (6) Given the product [C:1]([O:5][C:6](=[O:20])[NH:7][C@H:8]([C:17](=[O:18])[NH:21][C:22]1[S:23][CH:24]=[C:25]([C:27](=[O:29])[CH3:28])[N:26]=1)[C@H:9]([C:11]1[CH:16]=[CH:15][CH:14]=[CH:13][CH:12]=1)[CH3:10])([CH3:4])([CH3:3])[CH3:2], predict the reactants needed to synthesize it. The reactants are: [C:1]([O:5][C:6](=[O:20])[NH:7][C@H:8]([C:17](F)=[O:18])[C@H:9]([C:11]1[CH:16]=[CH:15][CH:14]=[CH:13][CH:12]=1)[CH3:10])([CH3:4])([CH3:3])[CH3:2].[NH2:21][C:22]1[S:23][CH:24]=[C:25]([C:27](=[O:29])[CH3:28])[N:26]=1.CN1CCOCC1.